The task is: Predict the product of the given reaction.. This data is from Forward reaction prediction with 1.9M reactions from USPTO patents (1976-2016). (1) Given the reactants [Br:1]Br.[CH2:3]([O:5][C:6]1[CH:16]=[CH:15][C:14]([O:17][CH2:18][CH3:19])=[CH:13][C:7]=1[C:8]([O:10][CH2:11][CH3:12])=[O:9])[CH3:4], predict the reaction product. The product is: [Br:1][C:15]1[C:14]([O:17][CH2:18][CH3:19])=[CH:13][C:7]([C:8]([O:10][CH2:11][CH3:12])=[O:9])=[C:6]([O:5][CH2:3][CH3:4])[CH:16]=1. (2) Given the reactants C(N1C2N=CN(CC3C=CC=CC=3)C=2C(=O)N(CCCC2C=CC=CC=2)C1=O)CCC.[CH2:32]([N:39]1[C:47]2[C:46](=[O:48])[NH:45][C:44](=[O:49])[N:43]([CH2:50][CH2:51][CH2:52][CH3:53])[C:42]=2[N:41]=[CH:40]1)[C:33]1[CH:38]=[CH:37][CH:36]=[CH:35][CH:34]=1.[C:54]1([O:60][CH2:61][CH2:62]Br)[CH:59]=[CH:58][CH:57]=[CH:56][CH:55]=1, predict the reaction product. The product is: [CH2:50]([N:43]1[C:42]2[N:41]=[CH:40][N:39]([CH2:32][C:33]3[CH:38]=[CH:37][CH:36]=[CH:35][CH:34]=3)[C:47]=2[C:46](=[O:48])[N:45]([CH2:62][CH2:61][O:60][C:54]2[CH:59]=[CH:58][CH:57]=[CH:56][CH:55]=2)[C:44]1=[O:49])[CH2:51][CH2:52][CH3:53].